Dataset: Catalyst prediction with 721,799 reactions and 888 catalyst types from USPTO. Task: Predict which catalyst facilitates the given reaction. (1) Reactant: [C:1]([C:3]1[CH:4]=[C:5]([N:9]2[CH2:18][C@H:17]3[N:13]([CH2:14][CH2:15][CH2:16]3)[C:12]3[N:19]=[C:20]([S:23][CH3:24])[N:21]=[CH:22][C:11]=3[C:10]2=[O:25])[CH:6]=[CH:7][CH:8]=1)#[N:2].C(N(C(C)C)CC)(C)C.Cl.[NH2:36][OH:37]. Product: [OH:37][N:36]=[C:1]([NH2:2])[C:3]1[CH:8]=[CH:7][CH:6]=[C:5]([N:9]2[CH2:18][C@H:17]3[N:13]([CH2:14][CH2:15][CH2:16]3)[C:12]3[N:19]=[C:20]([S:23][CH3:24])[N:21]=[CH:22][C:11]=3[C:10]2=[O:25])[CH:4]=1. The catalyst class is: 8. (2) Reactant: [N+:1]([C:4]1[CH:9]=[CH:8][C:7]([O:10][C:11](=[O:20])[N:12]([CH3:19])[C:13]2[CH:18]=[CH:17][CH:16]=[CH:15][CH:14]=2)=[CH:6][CH:5]=1)([O-])=O.[H][H]. The catalyst class is: 78. Product: [NH2:1][C:4]1[CH:5]=[CH:6][C:7]([O:10][C:11](=[O:20])[N:12]([CH3:19])[C:13]2[CH:18]=[CH:17][CH:16]=[CH:15][CH:14]=2)=[CH:8][CH:9]=1. (3) Reactant: [CH2:1]([C:8]1([C:21]([O:23]C)=[O:22])[CH2:13][CH2:12][N:11]([C:14]([O:16][C:17]([CH3:20])([CH3:19])[CH3:18])=[O:15])[CH2:10][CH2:9]1)[C:2]1[CH:7]=[CH:6][CH:5]=[CH:4][CH:3]=1.[OH-].[Na+].CO. Product: [CH2:1]([C:8]1([C:21]([OH:23])=[O:22])[CH2:13][CH2:12][N:11]([C:14]([O:16][C:17]([CH3:20])([CH3:18])[CH3:19])=[O:15])[CH2:10][CH2:9]1)[C:2]1[CH:3]=[CH:4][CH:5]=[CH:6][CH:7]=1. The catalyst class is: 20. (4) Reactant: [Br:1][C:2]1[CH:7]=[CH:6][C:5]([C:8](=O)[CH2:9][C:10]2[CH:15]=[CH:14][CH:13]=[CH:12][CH:11]=2)=[CH:4][CH:3]=1.[CH2:17]([O:19][C:20]1[CH:21]=[C:22]([CH:25]=[C:26]([N+:29]([O-:31])=[O:30])[C:27]=1[OH:28])[CH:23]=O)[CH3:18].[NH2:32][C:33]([NH2:35])=[O:34].Cl. Product: [Br:1][C:2]1[CH:7]=[CH:6][C:5]([C:8]2[NH:35][C:33](=[O:34])[NH:32][CH:23]([C:22]3[CH:25]=[C:26]([N+:29]([O-:31])=[O:30])[C:27]([OH:28])=[C:20]([O:19][CH2:17][CH3:18])[CH:21]=3)[C:9]=2[C:10]2[CH:15]=[CH:14][CH:13]=[CH:12][CH:11]=2)=[CH:4][CH:3]=1. The catalyst class is: 14. (5) Reactant: [C:1]([O:9][C@H:10]([C:12]1[CH:20]=[CH:19][CH:18]=[C:17]2[C:13]=1[C:14]([F:30])([F:29])[C:15](=[O:28])[N:16]2C(OC(C)(C)C)=O)[CH3:11])(=[O:8])[C:2]1[CH:7]=[CH:6][CH:5]=[CH:4][CH:3]=1.FC(F)(F)C(O)=O. Product: [C:1]([O:9][C@H:10]([C:12]1[CH:20]=[CH:19][CH:18]=[C:17]2[C:13]=1[C:14]([F:30])([F:29])[C:15](=[O:28])[NH:16]2)[CH3:11])(=[O:8])[C:2]1[CH:3]=[CH:4][CH:5]=[CH:6][CH:7]=1. The catalyst class is: 22. (6) Reactant: [NH2:1][C:2]1[C:3]([CH3:13])=[C:4]([CH:9]=[C:10]([Cl:12])[CH:11]=1)[C:5]([O:7][CH3:8])=[O:6].O=[CH:15][CH2:16][NH:17][C:18](=[O:24])[O:19][C:20]([CH3:23])([CH3:22])[CH3:21].C(O)(=O)C.C([BH3-])#N.[Na+]. Product: [C:20]([O:19][C:18]([NH:17][CH2:16][CH2:15][NH:1][C:2]1[C:3]([CH3:13])=[C:4]([CH:9]=[C:10]([Cl:12])[CH:11]=1)[C:5]([O:7][CH3:8])=[O:6])=[O:24])([CH3:23])([CH3:22])[CH3:21]. The catalyst class is: 5. (7) Reactant: [Cl:1][C:2]1[S:6][C:5]([S:7]([N:10]([S:22]([C:25]2[S:26][C:27]([Cl:30])=[CH:28][CH:29]=2)(=[O:24])=[O:23])[C:11]2[C:19]3[C:14](=[CH:15][CH:16]=[CH:17][C:18]=3[O:20][CH3:21])[NH:13][N:12]=2)(=[O:9])=[O:8])=[CH:4][CH:3]=1.[CH3:31][N:32]([CH3:44])[CH2:33][CH2:34][O:35][C:36]1[CH:37]=[C:38]([CH2:42]O)[CH:39]=[CH:40][CH:41]=1.C1(P(C2C=CC=CC=2)C2C=CC=CC=2)C=CC=CC=1.N(C(OC(C)(C)C)=O)=NC(OC(C)(C)C)=O. Product: [Cl:30][C:27]1[S:26][C:25]([S:22]([N:10]([S:7]([C:5]2[S:6][C:2]([Cl:1])=[CH:3][CH:4]=2)(=[O:8])=[O:9])[C:11]2[C:19]3[C:14](=[CH:15][CH:16]=[CH:17][C:18]=3[O:20][CH3:21])[N:13]([CH2:42][C:38]3[CH:39]=[CH:40][CH:41]=[C:36]([O:35][CH2:34][CH2:33][N:32]([CH3:31])[CH3:44])[CH:37]=3)[N:12]=2)(=[O:23])=[O:24])=[CH:29][CH:28]=1. The catalyst class is: 76. (8) Reactant: [N:1]#[C:2][NH2:3].C[O-].[Na+].[Cl:7][C:8]1[CH:13]=[C:12]([N:14]=[C:15]=[S:16])[CH:11]=[C:10]([Cl:17])[C:9]=1[S:18][C:19]1[CH:24]=[CH:23][C:22]([C:25]([F:28])([F:27])[F:26])=[CH:21][CH:20]=1.[N-]=[C:30]=S.IC. Product: [C:2]([N:3]=[C:15]([S:16][CH3:30])[NH:14][C:12]1[CH:11]=[C:10]([Cl:17])[C:9]([S:18][C:19]2[CH:20]=[CH:21][C:22]([C:25]([F:27])([F:28])[F:26])=[CH:23][CH:24]=2)=[C:8]([Cl:7])[CH:13]=1)#[N:1]. The catalyst class is: 442. (9) Reactant: [NH2:1][C@@H:2]([CH2:6][CH2:7][CH2:8][C:9]([O:11][CH3:12])=[O:10])[C:3]([OH:5])=[O:4].C([O-])(O)=O.[Na+].[CH3:18][C:19]([O:22][C:23](O[C:23]([O:22][C:19]([CH3:21])([CH3:20])[CH3:18])=[O:24])=[O:24])([CH3:21])[CH3:20]. Product: [C:19]([O:22][C:23]([NH:1][C@@H:2]([CH2:6][CH2:7][CH2:8][C:9]([O:11][CH3:12])=[O:10])[C:3]([OH:5])=[O:4])=[O:24])([CH3:21])([CH3:20])[CH3:18]. The catalyst class is: 127. (10) Reactant: [NH2:1][C:2]1[CH:3]=[N:4][CH:5]=[CH:6][CH:7]=1.[N-:8]=[N+:9]=[N-:10].[Na+].[CH:12](OC)(OC)OC.CCOC(C)=O. Product: [N:1]1([C:2]2[CH:3]=[N:4][CH:5]=[CH:6][CH:7]=2)[CH:12]=[N:10][N:9]=[N:8]1. The catalyst class is: 52.